Dataset: NCI-60 drug combinations with 297,098 pairs across 59 cell lines. Task: Regression. Given two drug SMILES strings and cell line genomic features, predict the synergy score measuring deviation from expected non-interaction effect. Drug 1: CC1=C(C(=CC=C1)Cl)NC(=O)C2=CN=C(S2)NC3=CC(=NC(=N3)C)N4CCN(CC4)CCO. Drug 2: CCC1(C2=C(COC1=O)C(=O)N3CC4=CC5=C(C=CC(=C5CN(C)C)O)N=C4C3=C2)O. Cell line: NCI-H460. Synergy scores: CSS=45.7, Synergy_ZIP=-1.68, Synergy_Bliss=-4.19, Synergy_Loewe=-24.9, Synergy_HSA=-2.03.